This data is from Full USPTO retrosynthesis dataset with 1.9M reactions from patents (1976-2016). The task is: Predict the reactants needed to synthesize the given product. The reactants are: [F:1][C:2]1([F:22])[CH2:7][CH2:6][CH:5]([CH2:8][NH:9][C:10]([C:12]2[C:20]3[C:15](=[CH:16][CH:17]=[CH:18][C:19]=3[Cl:21])[NH:14][CH:13]=2)=[O:11])[CH2:4][CH2:3]1.[N:23]1([CH2:28][CH2:29]O)[CH2:27][CH2:26][CH2:25][CH2:24]1.C(P(=CC#N)(CCCC)CCCC)CCC. Given the product [Cl:21][C:19]1[CH:18]=[CH:17][CH:16]=[C:15]2[C:20]=1[C:12]([C:10]([NH:9][CH2:8][CH:5]1[CH2:6][CH2:7][C:2]([F:1])([F:22])[CH2:3][CH2:4]1)=[O:11])=[CH:13][N:14]2[CH2:29][CH2:28][N:23]1[CH2:27][CH2:26][CH2:25][CH2:24]1, predict the reactants needed to synthesize it.